Dataset: Forward reaction prediction with 1.9M reactions from USPTO patents (1976-2016). Task: Predict the product of the given reaction. (1) The product is: [C:10]1([NH:9][C:8](=[O:31])[NH2:7])[CH:5]=[CH:4][CH:3]=[CH:12][CH:11]=1. Given the reactants CO[C:3]1[CH:4]=[C:5]2[C:10](=[CH:11][C:12]=1OC)[N:9]=[CH:8][N:7]=C2OC1C=C(C=CC=1)N.C1(N=C=[O:31])C=CC=CC=1, predict the reaction product. (2) Given the reactants [F:1][C:2]1[CH:22]=[CH:21][C:5]([O:6][CH:7]([CH2:13][C:14]2[CH:19]=[CH:18][C:17]([OH:20])=[CH:16][CH:15]=2)[C:8]([O:10][CH2:11][CH3:12])=[O:9])=[CH:4][CH:3]=1.Br[CH2:24][CH2:25][O:26][CH:27]1[CH2:32][CH2:31][CH2:30][CH2:29][O:28]1.C(=O)([O-])[O-].[K+].[K+], predict the reaction product. The product is: [F:1][C:2]1[CH:22]=[CH:21][C:5]([O:6][CH:7]([CH2:13][C:14]2[CH:15]=[CH:16][C:17]([O:20][CH2:24][CH2:25][O:26][CH:27]3[CH2:32][CH2:31][CH2:30][CH2:29][O:28]3)=[CH:18][CH:19]=2)[C:8]([O:10][CH2:11][CH3:12])=[O:9])=[CH:4][CH:3]=1. (3) Given the reactants [CH3:1][O:2][C:3]1[CH:12]=[C:11]2[C:6]([CH:7]=[CH:8][C:9]([NH2:13])=[CH:10]2)=[CH:5][CH:4]=1.[C:14](O[C:14]([O:16][C:17]([CH3:20])([CH3:19])[CH3:18])=[O:15])([O:16][C:17]([CH3:20])([CH3:19])[CH3:18])=[O:15], predict the reaction product. The product is: [CH3:1][O:2][C:3]1[CH:12]=[C:11]2[C:6]([CH:7]=[CH:8][C:9]([NH:13][C:14](=[O:15])[O:16][C:17]([CH3:20])([CH3:19])[CH3:18])=[CH:10]2)=[CH:5][CH:4]=1. (4) Given the reactants [NH2:1][CH2:2][C:3]1[N:4]=[C:5]([NH:8][C:9]([NH:11][C:12]2[CH:17]=[CH:16][C:15]([CH3:18])=[CH:14][C:13]=2[C:19]([CH:21]2[CH2:25][CH2:24][CH2:23][CH2:22]2)=[O:20])=[O:10])[S:6][CH:7]=1.O=C1C2C(=CC=CC=2)C(=O)[N:28]1[CH2:37][CH2:38][S:39](Cl)(=[O:41])=[O:40].NN, predict the reaction product. The product is: [CH:21]1([C:19]([C:13]2[CH:14]=[C:15]([CH3:18])[CH:16]=[CH:17][C:12]=2[NH:11][C:9](=[O:10])[NH:8][C:5]2[S:6][CH:7]=[C:3]([CH2:2][NH:1][S:39]([CH2:38][CH2:37][NH2:28])(=[O:41])=[O:40])[N:4]=2)=[O:20])[CH2:25][CH2:24][CH2:23][CH2:22]1. (5) Given the reactants CC(OC(/N=N/C(OC(C)C)=O)=O)C.[CH3:15][O:16][C:17]1[CH:18]=[C:19]([OH:26])[CH:20]=[C:21]([N+:23]([O-:25])=[O:24])[CH:22]=1.[CH3:27][N:28]([CH3:38])[CH2:29][CH2:30][O:31][CH2:32][CH2:33][O:34][CH2:35][CH2:36]O.C1C=CC(P(C2C=CC=CC=2)C2C=CC=CC=2)=CC=1, predict the reaction product. The product is: [CH3:15][O:16][C:17]1[CH:18]=[C:19]([CH:20]=[C:21]([N+:23]([O-:25])=[O:24])[CH:22]=1)[O:26][CH2:36][CH2:35][O:34][CH2:33][CH2:32][O:31][CH2:30][CH2:29][N:28]([CH3:27])[CH3:38].